Dataset: Catalyst prediction with 721,799 reactions and 888 catalyst types from USPTO. Task: Predict which catalyst facilitates the given reaction. (1) Reactant: [CH3:1][N:2]([CH3:9])[C:3]([NH:5][C:6](=[NH:8])[NH2:7])=[NH:4].[NH2:10][C@H:11]([C:17]([OH:19])=[O:18])[CH2:12][CH2:13][C:14]([OH:16])=[O:15]. Product: [NH2:10][C@@H:11]([CH2:12][CH2:13][C:14]([O-:16])=[O:15])[C:17]([O-:19])=[O:18].[CH3:1][N:2]([C:3]([NH:5][C:6](=[NH:7])[NH3+:8])=[NH:4])[CH3:9].[CH3:1][N:2]([C:3]([NH:5][C:6](=[NH:7])[NH3+:8])=[NH:4])[CH3:9]. The catalyst class is: 5. (2) Reactant: [CH2:1]([O:8][C:9]([NH:11][C@@H:12]([CH2:18][CH2:19][C:20]1[NH:24][N:23]=[N:22][N:21]=1)[C:13]([O:15]CC)=[O:14])=[O:10])[C:2]1[CH:7]=[CH:6][CH:5]=[CH:4][CH:3]=1.[OH-].[Li+].O. Product: [CH2:1]([O:8][C:9]([NH:11][C@@H:12]([CH2:18][CH2:19][C:20]1[NH:24][N:23]=[N:22][N:21]=1)[C:13]([OH:15])=[O:14])=[O:10])[C:2]1[CH:7]=[CH:6][CH:5]=[CH:4][CH:3]=1. The catalyst class is: 1. (3) Reactant: [CH3:1][C:2]1[CH:3]=[C:4]2[C:9](=[CH:10][CH:11]=1)[O:8][C:7](=[O:12])[CH2:6][CH2:5]2.[CH2:13]([C@H:20]1[NH:25][CH2:24][CH2:23][N:22]([C:26]([O:28][C:29]([CH3:32])([CH3:31])[CH3:30])=[O:27])[CH2:21]1)[C:14]1[CH:19]=[CH:18][CH:17]=[CH:16][CH:15]=1. Product: [CH2:13]([C@H:20]1[N:25]([C:7](=[O:12])[CH2:6][CH2:5][C:4]2[CH:3]=[C:2]([CH3:1])[CH:11]=[CH:10][C:9]=2[OH:8])[CH2:24][CH2:23][N:22]([C:26]([O:28][C:29]([CH3:32])([CH3:31])[CH3:30])=[O:27])[CH2:21]1)[C:14]1[CH:15]=[CH:16][CH:17]=[CH:18][CH:19]=1. The catalyst class is: 11. (4) The catalyst class is: 5. Reactant: [I:1][C:2]1[CH:22]=[CH:21][C:5]([O:6][CH2:7][CH2:8][CH2:9][CH2:10][CH2:11][CH2:12][CH2:13][CH2:14][CH2:15][CH2:16][C:17]([O:19]C)=[O:18])=[CH:4][CH:3]=1.[OH-].[Na+]. Product: [I:1][C:2]1[CH:3]=[CH:4][C:5]([O:6][CH2:7][CH2:8][CH2:9][CH2:10][CH2:11][CH2:12][CH2:13][CH2:14][CH2:15][CH2:16][C:17]([OH:19])=[O:18])=[CH:21][CH:22]=1. (5) Reactant: Br[C:2]1[C:6]([CH3:8])([CH3:7])[O:5]/[C:4](=[C:9]2/[C:10](=[O:19])[NH:11][C:12]3[C:17]/2=[CH:16][CH:15]=[C:14]([F:18])[CH:13]=3)/[CH:3]=1.[F:20][C:21]1[CH:26]=[C:25](B(O)O)[CH:24]=[CH:23][N:22]=1.[F-].[K+].C(OCC)(=O)C. Product: [F:18][C:14]1[CH:13]=[C:12]2[C:17](/[C:9](=[C:4]3\[O:5][C:6]([CH3:8])([CH3:7])[C:2]([C:25]4[CH:24]=[CH:23][N:22]=[C:21]([F:20])[CH:26]=4)=[CH:3]\3)/[C:10](=[O:19])[NH:11]2)=[CH:16][CH:15]=1. The catalyst class is: 117. (6) Reactant: CC1C=N[C:5]2[C:6]3[O:15][C@@H:14]([CH2:16]OS(C4C=CC(Br)=CC=4)(=O)=O)[CH2:13][O:12][C:7]=3[CH:8]=[CH:9][C:10]=2C=1.[F:28][C:29]1[CH:30]=[C:31]2[C:35](=[CH:36][CH:37]=1)[NH:34][CH:33]=[C:32]2[CH2:38][CH:39]1[CH2:44][CH2:43][CH2:42][NH:41][CH2:40]1.C([N:47]([CH2:50][CH3:51])[CH2:48][CH3:49])C. Product: [F:28][C:29]1[CH:30]=[C:31]2[C:35](=[CH:36][CH:37]=1)[NH:34][CH:33]=[C:32]2[CH2:38][CH:39]1[CH2:44][CH2:43][CH2:42][N:41]([CH2:16][CH:14]2[O:15][C:6]3=[C:5]4[C:48](=[CH:49][CH:8]=[C:7]3[O:12][CH2:13]2)[N:47]=[C:50]([CH3:51])[CH:9]=[CH:10]4)[CH2:40]1. The catalyst class is: 16.